Dataset: Catalyst prediction with 721,799 reactions and 888 catalyst types from USPTO. Task: Predict which catalyst facilitates the given reaction. (1) Reactant: [OH:1][CH2:2][C:3]1[N:4]([CH2:20][CH2:21][CH2:22][NH:23][C:24](=[O:30])[O:25][C:26]([CH3:29])([CH3:28])[CH3:27])[C:5](=[N:8][C:9]2[CH:14]=[CH:13][C:12]([O:15][C:16]([F:19])([F:18])[F:17])=[CH:11][CH:10]=2)[S:6][CH:7]=1.[H-].[Na+].[CH2:33](Br)[C:34]1[CH:39]=[CH:38][CH:37]=[CH:36][CH:35]=1.C(O)(=O)CC(CC(O)=O)(C(O)=O)O. Product: [CH2:33]([O:1][CH2:2][C:3]1[N:4]([CH2:20][CH2:21][CH2:22][NH:23][C:24](=[O:30])[O:25][C:26]([CH3:27])([CH3:29])[CH3:28])[C:5](=[N:8][C:9]2[CH:14]=[CH:13][C:12]([O:15][C:16]([F:19])([F:17])[F:18])=[CH:11][CH:10]=2)[S:6][CH:7]=1)[C:34]1[CH:39]=[CH:38][CH:37]=[CH:36][CH:35]=1. The catalyst class is: 9. (2) Reactant: Br[CH2:2]/[CH:3]=[CH:4]/[C:5](Cl)=[O:6].[NH2:8][C:9]1[CH:10]=[C:11]2[C:16](=[CH:17][C:18]=1[O:19][CH3:20])[N:15]=[CH:14][C:13]([C:21]#[N:22])=[C:12]2[NH:23][C:24]1[CH:29]=[CH:28][C:27]([S:30][C:31]2[S:32][CH:33]=[CH:34][N:35]=2)=[C:26]([Cl:36])[CH:25]=1.[CH3:37][O:38][CH2:39][CH2:40][NH:41][CH3:42].[I-].[Na+]. Product: [Cl:36][C:26]1[CH:25]=[C:24]([CH:29]=[CH:28][C:27]=1[S:30][C:31]1[S:32][CH:33]=[CH:34][N:35]=1)[NH:23][C:12]1[C:11]2[C:16](=[CH:17][C:18]([O:19][CH3:20])=[C:9]([NH:8][C:5](=[O:6])/[CH:4]=[CH:3]/[CH2:2][N:41]([CH2:40][CH2:39][O:38][CH3:37])[CH3:42])[CH:10]=2)[N:15]=[CH:14][C:13]=1[C:21]#[N:22]. The catalyst class is: 1. (3) Product: [Cl:1][C:2]1[C:3]([O:12][C:13]2[C:19]([CH3:20])=[C:18]3[C:16](=[CH:15][C:14]=2[CH3:21])[N:17]=[C:28]([CH2:29][CH3:30])[C:23]([CH3:22])=[C:24]3[OH:25])=[N:4][CH:5]=[C:6]([C:8]([F:11])([F:9])[F:10])[CH:7]=1. Reactant: [Cl:1][C:2]1[C:3]([O:12][C:13]2[C:19]([CH3:20])=[CH:18][C:16]([NH2:17])=[CH:15][C:14]=2[CH3:21])=[N:4][CH:5]=[C:6]([C:8]([F:11])([F:10])[F:9])[CH:7]=1.[CH3:22][CH:23]([C:28](=O)[CH2:29][CH3:30])[C:24](OC)=[O:25].C1(C)C=CC(S(O)(=O)=O)=CC=1. The catalyst class is: 113. (4) Reactant: [CH3:1][NH:2][C@H:3]1[CH2:8][CH2:7][C@H:6]([OH:9])[CH2:5][CH2:4]1.C(N(CC)C(C)C)(C)C.[F:19][C:20]([F:32])([F:31])[C:21]1[CH:26]=[CH:25][C:24]([S:27](Cl)(=[O:29])=[O:28])=[CH:23][CH:22]=1. Product: [OH:9][C@H:6]1[CH2:7][CH2:8][C@H:3]([N:2]([CH3:1])[S:27]([C:24]2[CH:23]=[CH:22][C:21]([C:20]([F:19])([F:31])[F:32])=[CH:26][CH:25]=2)(=[O:29])=[O:28])[CH2:4][CH2:5]1. The catalyst class is: 2. (5) Reactant: [F:1][C:2]1[CH:7]=[CH:6][CH:5]=[C:4]([F:8])[C:3]=1[OH:9].[H-].[Na+].[Cl:12][C:13]1[CH:18]=[C:17](Cl)[CH:16]=[C:15]([Cl:20])[N:14]=1. Product: [Cl:12][C:13]1[CH:18]=[C:17]([O:9][C:3]2[C:2]([F:1])=[CH:7][CH:6]=[CH:5][C:4]=2[F:8])[CH:16]=[C:15]([Cl:20])[N:14]=1. The catalyst class is: 3. (6) Reactant: [CH:1]1[C:6]([CH:7]=[O:8])=[CH:5][CH:4]=[C:3]([CH:9]=[O:10])[CH:2]=1.[CH2:11]([Mg]Cl)[CH2:12][CH2:13][CH2:14][CH2:15][CH2:16][CH2:17][CH3:18]. Product: [OH:8][CH:7]([C:6]1[CH:5]=[CH:4][C:3]([CH:9]=[O:10])=[CH:2][CH:1]=1)[CH2:11][CH2:12][CH2:13][CH2:14][CH2:15][CH2:16][CH2:17][CH3:18]. The catalyst class is: 7. (7) Reactant: [NH2:1][C:2]1[N:3]=[N:4][C:5]([Cl:10])=[CH:6][C:7]=1[O:8][CH3:9].[H-].[Na+].[Cl:13][C:14]1[C:19]([Cl:20])=[CH:18][CH:17]=[CH:16][C:15]=1[S:21](Cl)(=[O:23])=[O:22].C(O)(=O)C. Product: [Cl:13][C:14]1[C:19]([Cl:20])=[CH:18][CH:17]=[CH:16][C:15]=1[S:21]([NH:1][C:2]1[N:3]=[N:4][C:5]([Cl:10])=[CH:6][C:7]=1[O:8][CH3:9])(=[O:23])=[O:22]. The catalyst class is: 57. (8) Reactant: [Cl:1][C:2]1[CH:12]=[C:11]([CH:13]=[O:14])[CH:10]=[CH:9][C:3]=1[O:4][CH2:5][C:6]([NH2:8])=[O:7].[BH4-].[Na+]. Product: [Cl:1][C:2]1[CH:12]=[C:11]([CH2:13][OH:14])[CH:10]=[CH:9][C:3]=1[O:4][CH2:5][C:6]([NH2:8])=[O:7]. The catalyst class is: 8.